Predict the product of the given reaction. From a dataset of Forward reaction prediction with 1.9M reactions from USPTO patents (1976-2016). (1) Given the reactants CO[C:3](=[O:12])[C:4]1[CH:9]=[C:8](Br)[C:7](Cl)=[N:6][CH:5]=1.[NH:13]1[CH2:17][CH2:16][CH2:15][CH2:14]1.[CH3:18][O:19][C:20]1[CH:25]=[CH:24][C:23](B(O)O)=[CH:22][CH:21]=1.[NH2:29][C@H:30]([CH2:35][OH:36])[CH2:31][CH:32]([CH3:34])[CH3:33], predict the reaction product. The product is: [OH:36][CH2:35][C@@H:30]([NH:29][C:3](=[O:12])[C:4]1[CH:9]=[C:8]([C:23]2[CH:24]=[CH:25][C:20]([O:19][CH3:18])=[CH:21][CH:22]=2)[C:7]([N:13]2[CH2:17][CH2:16][CH2:15][CH2:14]2)=[N:6][CH:5]=1)[CH2:31][CH:32]([CH3:34])[CH3:33]. (2) Given the reactants [OH:1][CH:2]1[CH2:7][CH2:6][N:5]([C:8]([O:10][C:11]([CH3:14])([CH3:13])[CH3:12])=[O:9])[CH2:4][CH2:3]1.[H-].[Na+].[Cl:17][C:18]1[CH:23]=[C:22]([CH2:24][N:25]([CH3:27])[CH3:26])[CH:21]=[C:20](Cl)[N:19]=1, predict the reaction product. The product is: [Cl:17][C:18]1[N:19]=[C:20]([O:1][CH:2]2[CH2:3][CH2:4][N:5]([C:8]([O:10][C:11]([CH3:14])([CH3:13])[CH3:12])=[O:9])[CH2:6][CH2:7]2)[CH:21]=[C:22]([CH2:24][N:25]([CH3:27])[CH3:26])[CH:23]=1. (3) Given the reactants [Cl:1][C:2]1[CH:3]=[C:4]2[C:13](=[CH:14][CH:15]=1)[C:12](=[O:16])[C:11]1[C:10]([OH:17])=[CH:9][C:8]([OH:18])=[CH:7][C:6]=1[N:5]2[CH3:19].Cl[C:21]1C=C2C(=CC=1)C(=O)C1C(O)=CC(O)=CC=1N2.C(=O)([O-])[O-].[K+].[K+].IC, predict the reaction product. The product is: [Cl:1][C:2]1[CH:3]=[C:4]2[C:13](=[CH:14][CH:15]=1)[C:12](=[O:16])[C:11]1[C:10]([OH:17])=[CH:9][C:8]([O:18][CH3:21])=[CH:7][C:6]=1[N:5]2[CH3:19]. (4) The product is: [F:41][C:40]1[CH:39]=[CH:38][C:23]([C:24](=[O:25])[NH:26][C@@H:27]2[C:35]3[C:30](=[CH:31][C:32]([F:36])=[CH:33][CH:34]=3)[CH2:29][C@@H:28]2[OH:37])=[CH:22][C:21]=1[NH:20][C:11]([C:8]1[N:6]2[CH:7]=[C:2]([CH3:1])[CH:3]=[CH:4][C:5]2=[N:10][CH:9]=1)=[O:13]. Given the reactants [CH3:1][C:2]1[CH:3]=[CH:4][C:5]2[N:6]([C:8]([C:11]([OH:13])=O)=[CH:9][N:10]=2)[CH:7]=1.C(Cl)(=O)C(Cl)=O.[NH2:20][C:21]1[CH:22]=[C:23]([CH:38]=[CH:39][C:40]=1[F:41])[C:24]([NH:26][C@@H:27]1[C:35]2[C:30](=[CH:31][C:32]([F:36])=[CH:33][CH:34]=2)[CH2:29][C@@H:28]1[OH:37])=[O:25].N1C=CC=CC=1, predict the reaction product. (5) Given the reactants [CH:1]1[CH:6]=[CH:5][C:4]([O:7][C:8]2[C:13]([N+:14]([O-])=O)=[CH:12][CH:11]=[CH:10][CH:9]=2)=[CH:3][CH:2]=1.[H][H], predict the reaction product. The product is: [CH:1]1[CH:6]=[CH:5][C:4]([O:7][C:8]2[C:13]([NH2:14])=[CH:12][CH:11]=[CH:10][CH:9]=2)=[CH:3][CH:2]=1. (6) Given the reactants [C:1]([O:5][C:6]([N:8]1[CH2:12][CH2:11][C@H:10]([O:13][Si:14]([C:17]([CH3:20])([CH3:19])[CH3:18])([CH3:16])[CH3:15])[C@H:9]1[CH:21]=[O:22])=[O:7])([CH3:4])([CH3:3])[CH3:2].C[Si](C)(C)[C:25]([F:28])([F:27])[F:26].[F-].[Cs+], predict the reaction product. The product is: [C:1]([O:5][C:6]([N:8]1[CH2:12][CH2:11][C@H:10]([O:13][Si:14]([C:17]([CH3:20])([CH3:19])[CH3:18])([CH3:16])[CH3:15])[C@H:9]1[C@@H:21]([OH:22])[C:25]([F:28])([F:27])[F:26])=[O:7])([CH3:4])([CH3:3])[CH3:2].[C:1]([O:5][C:6]([N:8]1[CH2:12][CH2:11][C@H:10]([O:13][Si:14]([C:17]([CH3:20])([CH3:19])[CH3:18])([CH3:16])[CH3:15])[C@H:9]1[C@H:21]([OH:22])[C:25]([F:28])([F:27])[F:26])=[O:7])([CH3:4])([CH3:3])[CH3:2].